This data is from Full USPTO retrosynthesis dataset with 1.9M reactions from patents (1976-2016). The task is: Predict the reactants needed to synthesize the given product. (1) Given the product [OH:8][C:9]1[CH:10]=[CH:11][C:12]([C:15]2[N:23]([CH2:24][O:25][CH2:26][CH2:27][Si:28]([CH3:29])([CH3:31])[CH3:30])[C:22]3[C:21](=[O:32])[N:20]([CH2:33][CH2:34][CH3:35])[C:19](=[O:36])[N:18]([CH2:37][CH2:38][CH3:39])[C:17]=3[N:16]=2)=[CH:13][CH:14]=1, predict the reactants needed to synthesize it. The reactants are: C([O:8][C:9]1[CH:14]=[CH:13][C:12]([C:15]2[N:23]([CH2:24][O:25][CH2:26][CH2:27][Si:28]([CH3:31])([CH3:30])[CH3:29])[C:22]3[C:21](=[O:32])[N:20]([CH2:33][CH2:34][CH3:35])[C:19](=[O:36])[N:18]([CH2:37][CH2:38][CH3:39])[C:17]=3[N:16]=2)=[CH:11][CH:10]=1)C1C=CC=CC=1. (2) Given the product [CH3:27][O:26][C:23]1[CH:22]=[CH:21][C:20]([CH2:19][O:18][C:14]2[N:13]=[C:12]([O:28][CH2:29][C:30]3[CH:31]=[CH:32][C:33]([O:36][CH3:37])=[CH:34][CH:35]=3)[C:11]3[C:16](=[CH:17][C:8]([N:1]4[CH2:6][CH2:5][O:4][CH2:3][CH2:2]4)=[CH:9][CH:10]=3)[N:15]=2)=[CH:25][CH:24]=1, predict the reactants needed to synthesize it. The reactants are: [NH:1]1[CH2:6][CH2:5][O:4][CH2:3][CH2:2]1.Br[C:8]1[CH:17]=[C:16]2[C:11]([C:12]([O:28][CH2:29][C:30]3[CH:35]=[CH:34][C:33]([O:36][CH3:37])=[CH:32][CH:31]=3)=[N:13][C:14]([O:18][CH2:19][C:20]3[CH:25]=[CH:24][C:23]([O:26][CH3:27])=[CH:22][CH:21]=3)=[N:15]2)=[CH:10][CH:9]=1.CC(C)([O-])C.[Na+]. (3) The reactants are: [S:1](Cl)(Cl)=O.C(OC([NH:10][N:11]=[C:12]([C:14]1[CH:19]=[CH:18][CH:17]=[CH:16][C:15]=1[CH3:20])[CH3:13])=O)C. Given the product [C:15]1([CH3:20])[CH:16]=[CH:17][CH:18]=[CH:19][C:14]=1[C:12]1[N:11]=[N:10][S:1][CH:13]=1, predict the reactants needed to synthesize it. (4) Given the product [CH3:11][O:12][C:13]1[CH:14]=[C:15](/[C:16](=[CH:9]/[C:7]2[O:8][C:4]([N+:1]([O-:3])=[O:2])=[CH:5][CH:6]=2)/[C:17]#[N:18])[CH:19]=[CH:20][C:21]=1[O:22][CH3:23], predict the reactants needed to synthesize it. The reactants are: [N+:1]([C:4]1[O:8][C:7]([CH:9]=O)=[CH:6][CH:5]=1)([O-:3])=[O:2].[CH3:11][O:12][C:13]1[CH:14]=[C:15]([CH:19]=[CH:20][C:21]=1[O:22][CH3:23])[CH2:16][C:17]#[N:18]. (5) The reactants are: [CH2:1]([CH:8]1[O:12][C:11](=[O:13])[CH:10]=[C:9]1[OH:14])[C:2]1[CH:7]=[CH:6][CH:5]=[CH:4][CH:3]=1.[CH:15](=O)[C:16]1[CH:21]=[CH:20][CH:19]=[CH:18][CH:17]=1.[Cl:23][C:24]1[CH:25]=[C:26]2[C:30](=[CH:31][CH:32]=1)[NH:29][CH:28]=[C:27]2[CH2:33][CH2:34][NH:35][C:36](=[O:38])[CH3:37]. Given the product [CH2:1]([CH:8]1[O:12][C:11](=[O:13])[C:10]([CH:15]([C:16]2[CH:21]=[CH:20][CH:19]=[CH:18][CH:17]=2)[C:28]2[NH:29][C:30]3[C:26]([C:27]=2[CH2:33][CH2:34][NH:35][C:36](=[O:38])[CH3:37])=[CH:25][C:24]([Cl:23])=[CH:32][CH:31]=3)=[C:9]1[OH:14])[C:2]1[CH:3]=[CH:4][CH:5]=[CH:6][CH:7]=1, predict the reactants needed to synthesize it. (6) The reactants are: [C:1]([C:4]1[CH:5]=[CH:6][C:7]([NH:34][CH2:35][CH3:36])=[C:8]([N:10]=[C:11]2[N:15]([CH2:16][C:17]3[CH:22]=[CH:21][CH:20]=[CH:19][CH:18]=3)[C:14](=[O:23])[C:13](=[C:24]3[N:28]([CH3:29])[C:27]4[CH:30]=[CH:31][CH:32]=[CH:33][C:26]=4[S:25]3)[S:12]2)[CH:9]=1)(=O)[CH3:2].Cl.[NH2:38][OH:39]. Given the product [CH2:16]([N:15]1[C:14](=[O:23])[C:13](=[C:24]2[N:28]([CH3:29])[C:27]3[CH:30]=[CH:31][CH:32]=[CH:33][C:26]=3[S:25]2)[S:12][C:11]1=[N:10][C:8]1[CH:9]=[C:4]([C:1](=[N:38][OH:39])[CH3:2])[CH:5]=[CH:6][C:7]=1[NH:34][CH2:35][CH3:36])[C:17]1[CH:22]=[CH:21][CH:20]=[CH:19][CH:18]=1, predict the reactants needed to synthesize it.